Dataset: HIV replication inhibition screening data with 41,000+ compounds from the AIDS Antiviral Screen. Task: Binary Classification. Given a drug SMILES string, predict its activity (active/inactive) in a high-throughput screening assay against a specified biological target. (1) The molecule is Cc1cn(C2C(CO)C(CO)C2(C)C)c(=O)[nH]c1=O. The result is 0 (inactive). (2) The drug is CSc1nc(NC(=O)c2ccc(Cl)cc2)n[nH]1. The result is 0 (inactive). (3) The drug is CC(C)(c1cccs1)c1cscc1C(=O)O. The result is 0 (inactive).